From a dataset of Reaction yield outcomes from USPTO patents with 853,638 reactions. Predict the reaction yield, written as a fraction of the theoretical maximum amount of product (1.0 means a 100% yield; for example, 0.34 means a 34% yield). The reactants are C([O:3][C:4]([C:6]1[N:7]([CH2:13][O:14][CH2:15][CH2:16][Si:17]([CH3:20])([CH3:19])[CH3:18])[CH:8]=[C:9]([C:11]#[N:12])[N:10]=1)=[O:5])C.[OH-].[K+:22]. The catalyst is C(O)C. The product is [K+:22].[C:11]([C:9]1[N:10]=[C:6]([C:4]([O-:5])=[O:3])[N:7]([CH2:13][O:14][CH2:15][CH2:16][Si:17]([CH3:18])([CH3:19])[CH3:20])[CH:8]=1)#[N:12]. The yield is 1.00.